The task is: Predict which catalyst facilitates the given reaction.. This data is from Catalyst prediction with 721,799 reactions and 888 catalyst types from USPTO. (1) Reactant: [H-].[Na+].[Br:3][C:4]1[CH:9]=[CH:8][C:7]([N:10]2[C:21]3[C:13](=[C:14]4[N:18]([C:19](=[O:23])[C:20]=3[CH3:22])[CH2:17][CH2:16][CH2:15]4)[NH:12][C:11]2=[O:24])=[C:6]([F:25])[CH:5]=1.[CH:26]1([S:29](Cl)(=[O:31])=[O:30])[CH2:28][CH2:27]1.CO. Product: [Br:3][C:4]1[CH:9]=[CH:8][C:7]([N:10]2[C:21]3[C:13](=[C:14]4[N:18]([C:19](=[O:23])[C:20]=3[CH3:22])[CH2:17][CH2:16][CH2:15]4)[N:12]([S:29]([CH:26]3[CH2:28][CH2:27]3)(=[O:31])=[O:30])[C:11]2=[O:24])=[C:6]([F:25])[CH:5]=1. The catalyst class is: 479. (2) Reactant: [F:1][C:2]1[CH:7]=[CH:6][C:5]([F:8])=[CH:4][C:3]=1[C@H:9]1[CH2:13][CH2:12][CH2:11][N:10]1[C:14]1[CH:15]=[CH:16][C:17]2[N:18]([C:20]([NH2:23])=[CH:21][N:22]=2)[N:19]=1.[C:24]([N:31]1[CH:35]=[CH:34]N=[CH:32]1)(N1C=CN=C1)=[O:25].N1CC[O:39][CH2:38]C1. Product: [F:1][C:2]1[CH:7]=[CH:6][C:5]([F:8])=[CH:4][C:3]=1[C@H:9]1[CH2:13][CH2:12][CH2:11][N:10]1[C:14]1[CH:15]=[CH:16][C:17]2[N:18]([C:20]([NH:23][C:24]([N:31]3[CH2:35][CH2:34][O:39][CH2:38][CH2:32]3)=[O:25])=[CH:21][N:22]=2)[N:19]=1. The catalyst class is: 2.